From a dataset of Catalyst prediction with 721,799 reactions and 888 catalyst types from USPTO. Predict which catalyst facilitates the given reaction. (1) Reactant: [CH3:1][O:2][C:3]1[CH:4]=[C:5]2[C:10](=[CH:11][C:12]=1[O:13][CH3:14])[CH:9]=[C:8]([C:15]#[C:16][C:17]([O:19]CC)=[O:18])[CH2:7][CH2:6]2.[OH-].[K+].Cl. Product: [CH3:1][O:2][C:3]1[CH:4]=[C:5]2[C:10](=[CH:11][C:12]=1[O:13][CH3:14])[CH:9]=[C:8]([C:15]#[C:16][C:17]([OH:19])=[O:18])[CH2:7][CH2:6]2. The catalyst class is: 111. (2) Product: [N:1]([CH2:4][C:5]1[CH:12]=[CH:11][C:8]([CH2:9][NH:29][CH2:28][CH2:27][CH2:26][CH2:25][CH2:24][CH2:23][NH:22][CH2:21][C:20]2[CH:30]=[CH:31][C:17]([CH:16]([O:15][CH2:13][CH3:14])[O:32][CH2:33][CH3:34])=[CH:18][CH:19]=2)=[CH:7][CH:6]=1)=[N+:2]=[N-:3]. The catalyst class is: 125. Reactant: [N:1]([CH2:4][C:5]1[CH:12]=[CH:11][C:8]([CH:9]=O)=[CH:7][CH:6]=1)=[N+:2]=[N-:3].[CH2:13]([O:15][CH:16]([O:32][CH2:33][CH3:34])[C:17]1[CH:31]=[CH:30][C:20]([CH2:21][NH:22][CH2:23][CH2:24][CH2:25][CH2:26][CH2:27][CH2:28][NH2:29])=[CH:19][CH:18]=1)[CH3:14].[BH4-].[Na+]. (3) Product: [C:1]([O:5][C:6]1[C:11]([CH:12]=[O:13])=[CH:10][N:9]=[CH:8][N:7]=1)([CH3:4])([CH3:2])[CH3:3]. The catalyst class is: 133. Reactant: [C:1]([O:5][C:6]1[C:11]([C:12](OCC)=[O:13])=[CH:10][N:9]=[CH:8][N:7]=1)([CH3:4])([CH3:3])[CH3:2].[H-].C([Al+]CC(C)C)C(C)C.C(C(C(C([O-])=O)O)O)([O-])=O.[Na+].[K+].O.